From a dataset of Catalyst prediction with 721,799 reactions and 888 catalyst types from USPTO. Predict which catalyst facilitates the given reaction. (1) Reactant: Cl[C:2]1[C:11]([Cl:12])=[N:10][C:9]2[C:4](=[CH:5][CH:6]=[C:7]([Cl:13])[CH:8]=2)[N:3]=1.[N-:14]=[N+:15]=[N-:16].[Na+]. Product: [Cl:12][C:11]1[C:2]2[N:3]([N:14]=[N:15][N:16]=2)[C:4]2[C:9]([N:10]=1)=[CH:8][C:7]([Cl:13])=[CH:6][CH:5]=2. The catalyst class is: 14. (2) Product: [ClH:12].[Cl:12][CH2:8][C:7]1[C:2]([NH2:1])=[N:3][CH:4]=[CH:5][CH:6]=1. The catalyst class is: 1. Reactant: [NH2:1][C:2]1[C:7]([CH2:8]O)=[CH:6][CH:5]=[CH:4][N:3]=1.S(Cl)([Cl:12])=O. (3) Reactant: C([O:3][C:4](=[O:33])[CH2:5][NH:6][C:7]([C:9]1[C:14](=[O:15])[N:13]([CH2:16][C:17]2[CH:22]=[CH:21][CH:20]=[CH:19][C:18]=2[C:23]([F:26])([F:25])[F:24])[C:12]([OH:27])=[C:11]([C:28](OC)=[O:29])[C:10]=1[OH:32])=[O:8])C.[C:34]([NH2:39])([CH2:37][CH3:38])([CH3:36])[CH3:35]. Product: [CH3:35][C:34]([NH:39][C:28]([C:11]1[C:10]([OH:32])=[C:9]([C:7]([NH:6][CH2:5][C:4]([OH:3])=[O:33])=[O:8])[C:14](=[O:15])[N:13]([CH2:16][C:17]2[CH:22]=[CH:21][CH:20]=[CH:19][C:18]=2[C:23]([F:25])([F:24])[F:26])[C:12]=1[OH:27])=[O:29])([CH3:36])[CH2:37][CH3:38]. The catalyst class is: 22. (4) Reactant: [O:1]=[C:2]1[CH2:7][O:6][C:5]2[CH:8]=[C:9]([CH:12]([CH3:18])[C:13]([O:15]CC)=[O:14])[CH:10]=[CH:11][C:4]=2[NH:3]1.[OH-].[Na+].CC(O)=O. Product: [O:1]=[C:2]1[CH2:7][O:6][C:5]2[CH:8]=[C:9]([CH:12]([CH3:18])[C:13]([OH:15])=[O:14])[CH:10]=[CH:11][C:4]=2[NH:3]1. The catalyst class is: 88. (5) Reactant: [OH-].[Na+].[Cl:3][C:4]1[CH:11]=[CH:10][CH:9]=[CH:8][C:5]=1[CH:6]=O.[CH3:12][C:13]([CH3:15])=[O:14]. Product: [Cl:3][C:4]1[CH:11]=[CH:10][CH:9]=[CH:8][C:5]=1/[CH:6]=[CH:12]/[C:13](=[O:14])/[CH:15]=[CH:6]/[C:5]1[CH:8]=[CH:9][CH:10]=[CH:11][C:4]=1[Cl:3]. The catalyst class is: 315. (6) Reactant: [OH:1][C:2]1[CH:7]=[CH:6][C:5]([Br:8])=[CH:4][C:3]=1[CH2:9][C:10]([OH:12])=[O:11].CC(C)([O-])C.[K+].[CH2:19](Br)[C:20]1[CH:25]=[CH:24][CH:23]=[CH:22][CH:21]=1. Product: [CH2:19]([O:1][C:2]1[CH:7]=[CH:6][C:5]([Br:8])=[CH:4][C:3]=1[CH2:9][C:10]([OH:12])=[O:11])[C:20]1[CH:25]=[CH:24][CH:23]=[CH:22][CH:21]=1. The catalyst class is: 9.